This data is from Reaction yield outcomes from USPTO patents with 853,638 reactions. The task is: Predict the reaction yield, written as a fraction of the theoretical maximum amount of product (1.0 means a 100% yield; for example, 0.34 means a 34% yield). (1) The reactants are Cl.[F:2][C:3]([F:34])([F:33])[C:4]1[CH:5]=[C:6]([NH:14][C:15](=[O:32])[C:16]2[CH:21]=[C:20]([C:22]3[CH:27]=[CH:26][CH:25]=[CH:24][N:23]=3)[CH:19]=[CH:18][C:17]=2[O:28]COC)[CH:7]=[C:8]([C:10]([F:13])([F:12])[F:11])[CH:9]=1.C(=O)([O-])O.[Na+]. The catalyst is CO. The product is [F:34][C:3]([F:2])([F:33])[C:4]1[CH:5]=[C:6]([NH:14][C:15](=[O:32])[C:16]2[CH:21]=[C:20]([C:22]3[CH:27]=[CH:26][CH:25]=[CH:24][N:23]=3)[CH:19]=[CH:18][C:17]=2[OH:28])[CH:7]=[C:8]([C:10]([F:11])([F:12])[F:13])[CH:9]=1. The yield is 0.472. (2) The yield is 0.430. No catalyst specified. The reactants are [Cl:1][C:2]1[C:7]([Cl:8])=[CH:6][C:5]([C:9]2([CH2:24]O)[C:17]3[C:12](=[CH:13][CH:14]=[CH:15][CH:16]=3)[N:11]([CH2:18][CH2:19][CH2:20][CH2:21][CH3:22])[C:10]2=[O:23])=[C:4]([OH:26])[CH:3]=1.C1(CCN2C3C(=CC=CC=3)C(C3C(O)=CC4OCOC=4C=3)(CO)C2=O)CC1. The product is [Cl:8][C:7]1[C:2]([Cl:1])=[CH:3][C:4]2[O:26][CH2:24][C:9]3([C:17]4[C:12](=[CH:13][CH:14]=[CH:15][CH:16]=4)[N:11]([CH2:18][CH2:19][CH2:20][CH2:21][CH3:22])[C:10]3=[O:23])[C:5]=2[CH:6]=1. (3) The reactants are [CH2:1]([C:3]1[CH:12]=[CH:11][C:6]([C:7]([O:9][CH3:10])=[O:8])=[CH:5][C:4]=1[N+:13]([O-])=O)[CH3:2]. The catalyst is [Pd].CO. The product is [NH2:13][C:4]1[CH:5]=[C:6]([CH:11]=[CH:12][C:3]=1[CH2:1][CH3:2])[C:7]([O:9][CH3:10])=[O:8]. The yield is 0.940. (4) The reactants are [OH:1][CH2:2][C@H:3]1[CH2:5][C@@H:4]1[C:6]([NH:8][C@@H:9]([C:11]1[CH:16]=[CH:15][C:14]([O:17][CH2:18][C:19]([F:22])([F:21])[F:20])=[CH:13][N:12]=1)[CH3:10])=[O:7].[C:23]1(O)[CH:28]=[CH:27][CH:26]=[CH:25][CH:24]=1.C1(P(C2C=CC=CC=2)C2C=CC=CC=2)C=CC=CC=1.N(C(OC(C)(C)C)=O)=NC(OC(C)(C)C)=O. The catalyst is O1CCCC1.O. The product is [O:1]([CH2:2][C@H:3]1[CH2:5][C@@H:4]1[C:6]([NH:8][C@@H:9]([C:11]1[CH:16]=[CH:15][C:14]([O:17][CH2:18][C:19]([F:22])([F:20])[F:21])=[CH:13][N:12]=1)[CH3:10])=[O:7])[C:23]1[CH:28]=[CH:27][CH:26]=[CH:25][CH:24]=1. The yield is 0.330. (5) The reactants are [CH:1]([N:4]1[CH2:14][CH:13]2[CH2:15][CH:6]([C:7]3[C:12]2=[CH:11][C:10]([N+:16]([O-])=O)=[CH:9][CH:8]=3)[CH2:5]1)([CH3:3])[CH3:2].[H][H]. The catalyst is CCO.[Pd]. The product is [CH:1]([N:4]1[CH2:14][CH:13]2[CH2:15][CH:6]([C:7]3[C:12]2=[CH:11][C:10]([NH2:16])=[CH:9][CH:8]=3)[CH2:5]1)([CH3:3])[CH3:2]. The yield is 0.980. (6) The product is [Cl:1][C:2]1[CH:3]=[C:4]2[C:12](=[C:13]([NH:17][C:28]([CH:24]3[CH2:25][C:26](=[O:27])[N:22]([CH2:21][CH2:20][N:19]([CH3:31])[CH3:18])[CH2:23]3)=[O:29])[C:14]=1[O:15][CH3:16])[NH:11][C:10]1[CH:9]=[N:8][CH:7]=[CH:6][C:5]2=1. The yield is 0.600. The reactants are [Cl:1][C:2]1[CH:3]=[C:4]2[C:12](=[C:13]([NH2:17])[C:14]=1[O:15][CH3:16])[NH:11][C:10]1[CH:9]=[N:8][CH:7]=[CH:6][C:5]2=1.[CH3:18][N:19]([CH3:31])[CH2:20][CH2:21][N:22]1[C:26](=[O:27])[CH2:25][CH:24]([C:28](O)=[O:29])[CH2:23]1. No catalyst specified. (7) The yield is 0.720. The catalyst is CO.N1CCCCC1. The product is [NH:30]1[C:38]2[C:33](=[CH:34][CH:35]=[CH:36][CH:37]=2)[C:32](/[CH:39]=[C:8]2\[O:9][C:5]3[C:4]([CH2:13][CH2:14][CH2:15][CH2:16][CH:17]4[CH2:18][CH2:19][N:20]([C:23]([O:25][C:26]([CH3:29])([CH3:28])[CH3:27])=[O:24])[CH2:21][CH2:22]4)=[C:3]([O:2][CH3:1])[CH:12]=[CH:11][C:6]=3[C:7]\2=[O:10])=[N:31]1. The reactants are [CH3:1][O:2][C:3]1[CH:12]=[CH:11][C:6]2[C:7](=[O:10])[CH2:8][O:9][C:5]=2[C:4]=1[CH2:13][CH2:14][CH2:15][CH2:16][CH:17]1[CH2:22][CH2:21][N:20]([C:23]([O:25][C:26]([CH3:29])([CH3:28])[CH3:27])=[O:24])[CH2:19][CH2:18]1.[NH:30]1[C:38]2[C:33](=[CH:34][CH:35]=[CH:36][CH:37]=2)[C:32]([CH:39]=O)=[N:31]1.